This data is from Peptide-MHC class I binding affinity with 185,985 pairs from IEDB/IMGT. The task is: Regression. Given a peptide amino acid sequence and an MHC pseudo amino acid sequence, predict their binding affinity value. This is MHC class I binding data. (1) The peptide sequence is DMYQSVCRK. The MHC is HLA-A31:01 with pseudo-sequence HLA-A31:01. The binding affinity (normalized) is 0. (2) The peptide sequence is SPREECGVF. The MHC is HLA-B35:01 with pseudo-sequence HLA-B35:01. The binding affinity (normalized) is 0.778. (3) The peptide sequence is IQFMHEQGY. The binding affinity (normalized) is 0.0847. The MHC is HLA-B46:01 with pseudo-sequence HLA-B46:01. (4) The peptide sequence is LPHIIDEVI. The MHC is HLA-A02:01 with pseudo-sequence HLA-A02:01. The binding affinity (normalized) is 0. (5) The peptide sequence is RVFNNYMPY. The MHC is HLA-A68:02 with pseudo-sequence HLA-A68:02. The binding affinity (normalized) is 0. (6) The peptide sequence is IVKQRRWKL. The MHC is BoLA-HD6 with pseudo-sequence BoLA-HD6. The binding affinity (normalized) is 0.328. (7) The peptide sequence is FPVAMLSCL. The MHC is HLA-B07:02 with pseudo-sequence HLA-B07:02. The binding affinity (normalized) is 0.744.